This data is from Full USPTO retrosynthesis dataset with 1.9M reactions from patents (1976-2016). The task is: Predict the reactants needed to synthesize the given product. (1) Given the product [F:41][C:37]1[CH:36]=[C:35]([C@@H:32]2[CH2:33][N:34]([CH:63]3[CH2:64][CH2:65][O:60][CH2:61][CH2:62]3)[C:30](=[O:42])[N:31]2[CH:18]2[CH2:19][CH2:20][NH:21][CH2:22][CH2:23]2)[CH:40]=[CH:39][CH:38]=1, predict the reactants needed to synthesize it. The reactants are: C1(N2C[C@@H](C3C=CC=CC=3)N([CH:18]3[CH2:23][CH2:22][NH:21][CH2:20][CH2:19]3)C2=O)CCCCC1.C(O[C:30](=[O:42])[NH:31][C@H:32]([C:35]1[CH:40]=[CH:39][CH:38]=[C:37]([F:41])[CH:36]=1)[CH2:33][NH2:34])(C)(C)C.C(OC(=O)N[C@H](C1C=CC=CC=1)CN)(C)(C)C.[O:60]1[CH2:65][CH2:64][CH2:63][CH2:62][C:61]1=O.C1(=O)CCCCC1. (2) Given the product [Cl:32][C:30]1[CH:29]=[CH:28][C:4]2[N:5]([CH2:19][C:20]3[CH:21]=[CH:22][C:23]([O:26][CH3:27])=[CH:24][CH:25]=3)[C:6](=[O:18])[CH:7]([CH2:9][CH2:10][C:11]3[CH:16]=[CH:15][CH:14]=[CH:13][C:12]=3[Cl:17])[N:8]=[C:2]([C:40]3[CH:41]=[C:36]4[N:35]([C:59]([O:61][C:62]([CH3:63])([CH3:64])[CH3:65])=[O:60])[C:34](=[O:33])[NH:51][C:37]4=[N:38][CH:39]=3)[C:3]=2[CH:31]=1, predict the reactants needed to synthesize it. The reactants are: Cl[C:2]1[C:3]2[CH:31]=[C:30]([Cl:32])[CH:29]=[CH:28][C:4]=2[N:5]([CH2:19][C:20]2[CH:25]=[CH:24][C:23]([O:26][CH3:27])=[CH:22][CH:21]=2)[C:6](=[O:18])[CH:7]([CH2:9][CH2:10][C:11]2[CH:16]=[CH:15][CH:14]=[CH:13][C:12]=2[Cl:17])[N:8]=1.[O:33]=[C:34]1[N:51](C(OC(C)(C)C)=O)[C:37]2=[N:38][CH:39]=[C:40](B3OC(C)(C)C(C)(C)O3)[CH:41]=[C:36]2[N:35]1[C:59]([O:61][C:62]([CH3:65])([CH3:64])[CH3:63])=[O:60].C(=O)([O-])[O-].[Cs+].[Cs+].[Cl-].[Li+]. (3) The reactants are: ClCC1C=CC(C#N)=CC=1.Br[CH2:12][C:13]1[N:17]=[C:16]([CH3:18])[N:15]([C:19]2[CH:24]=[CH:23][CH:22]=[CH:21][CH:20]=2)[N:14]=1.[CH2:25]([NH:32][C:33]([C:35]1[S:39][C:38]([N:40]2[CH2:44][CH2:43][NH:42][C:41]2=[O:45])=[N:37][C:36]=1[CH3:46])=[O:34])[C:26]1[CH:31]=[CH:30][CH:29]=[CH:28][CH:27]=1. Given the product [CH2:25]([NH:32][C:33]([C:35]1[S:39][C:38]([N:40]2[CH2:44][CH2:43][N:42]([CH2:12][C:13]3[N:17]=[C:16]([CH3:18])[N:15]([C:19]4[CH:24]=[CH:23][CH:22]=[CH:21][CH:20]=4)[N:14]=3)[C:41]2=[O:45])=[N:37][C:36]=1[CH3:46])=[O:34])[C:26]1[CH:31]=[CH:30][CH:29]=[CH:28][CH:27]=1, predict the reactants needed to synthesize it. (4) Given the product [OH:20][CH:19]([C:18]1[CH:21]=[CH:22][CH:23]=[CH:24][C:17]=1[N:14]1[CH2:13][CH2:12][N:11]([CH3:10])[CH2:16][CH2:15]1)[CH:5]1[S:6][CH2:7][CH2:8][NH:3][C:4]1=[O:9], predict the reactants needed to synthesize it. The reactants are: [H-].[Na+].[NH:3]1[CH2:8][CH2:7][S:6][CH2:5][C:4]1=[O:9].[CH3:10][N:11]1[CH2:16][CH2:15][N:14]([C:17]2[CH:24]=[CH:23][CH:22]=[CH:21][C:18]=2[CH:19]=[O:20])[CH2:13][CH2:12]1. (5) Given the product [Cl:1][C:2]1[N:7]=[C:6]([N:15]([CH:12]([CH3:13])[CH3:14])[C@H:16]([CH2:21][CH3:22])[C:17]([O:19][CH3:20])=[O:18])[C:5]([N+:9]([O-:11])=[O:10])=[CH:4][N:3]=1, predict the reactants needed to synthesize it. The reactants are: [Cl:1][C:2]1[N:7]=[C:6](Cl)[C:5]([N+:9]([O-:11])=[O:10])=[CH:4][N:3]=1.[CH:12]([NH:15][C@H:16]([CH2:21][CH3:22])[C:17]([O:19][CH3:20])=[O:18])([CH3:14])[CH3:13].C(=O)(O)[O-].[Na+]. (6) Given the product [C:39]([O:43][C:44](=[O:45])[NH:46][CH2:47][C:28](=[O:38])[NH:29][CH2:30][C:31]1[CH:36]=[CH:35][CH:34]=[CH:33][C:32]=1[NH:37][C:20](=[O:21])[CH2:19][NH:18][C:16]([O:15][CH2:14][CH:12]1[C:13]2[CH:1]=[CH:2][CH:3]=[CH:4][C:5]=2[C:6]2[C:11]1=[CH:10][CH:9]=[CH:8][CH:7]=2)=[O:17])([CH3:42])([CH3:41])[CH3:40], predict the reactants needed to synthesize it. The reactants are: [CH:1]1[C:13]2[CH:12]([CH2:14][O:15][C:16]([NH:18][CH2:19][C:20](O)=[O:21])=[O:17])[C:11]3[C:6](=[CH:7][CH:8]=[CH:9][CH:10]=3)[C:5]=2[CH:4]=[CH:3][CH:2]=1.C(O[C:28](=[O:38])[NH:29][CH2:30][C:31]1[CH:36]=[CH:35][CH:34]=[CH:33][C:32]=1[NH2:37])(C)(C)C.[C:39]([O:43][C:44]([NH:46][CH2:47]C(O)=O)=[O:45])([CH3:42])([CH3:41])[CH3:40]. (7) Given the product [OH:4][C:3]([CH2:5][CH2:6][NH:7][C:8]([C:10]1[N:11]([CH3:34])[CH:12]=[C:13]([NH:15][C:16]([C:18]2[C:19]([C:24]3[CH:25]=[CH:26][C:27]([C:30]([F:32])([F:31])[F:33])=[CH:28][CH:29]=3)=[CH:20][CH:21]=[CH:22][CH:23]=2)=[O:17])[CH:14]=1)=[O:9])=[O:2], predict the reactants needed to synthesize it. The reactants are: C[O:2][C:3]([CH2:5][CH2:6][NH:7][C:8]([C:10]1[N:11]([CH3:34])[CH:12]=[C:13]([NH:15][C:16]([C:18]2[C:19]([C:24]3[CH:29]=[CH:28][C:27]([C:30]([F:33])([F:32])[F:31])=[CH:26][CH:25]=3)=[CH:20][CH:21]=[CH:22][CH:23]=2)=[O:17])[CH:14]=1)=[O:9])=[O:4].[OH-].[Na+].ClCCl.C(O)C.